Dataset: Reaction yield outcomes from USPTO patents with 853,638 reactions. Task: Predict the reaction yield, written as a fraction of the theoretical maximum amount of product (1.0 means a 100% yield; for example, 0.34 means a 34% yield). (1) The reactants are [CH2:1]([O:3][C:4]1[CH:5]=[C:6]([CH:12]([NH2:18])[CH2:13][S:14]([CH3:17])(=[O:16])=[O:15])[CH:7]=[CH:8][C:9]=1[O:10][CH3:11])[CH3:2].[C:19]([NH:22][C:23]1[CH:33]=[CH:32][CH:31]=[C:25]2[C:26]([O:28][C:29](=O)[C:24]=12)=[O:27])(=[O:21])[CH3:20]. The catalyst is C(O)(=O)C. The product is [CH2:1]([O:3][C:4]1[CH:5]=[C:6]([CH:12]([N:18]2[C:29](=[O:28])[C:24]3[C:25](=[CH:31][CH:32]=[CH:33][C:23]=3[NH:22][C:19](=[O:21])[CH3:20])[C:26]2=[O:27])[CH2:13][S:14]([CH3:17])(=[O:16])=[O:15])[CH:7]=[CH:8][C:9]=1[O:10][CH3:11])[CH3:2]. The yield is 0.590. (2) The reactants are [CH3:1][O:2][C:3]1[CH:8]=[CH:7][CH:6]=[C:5]([O:9][CH3:10])[C:4]=1[OH:11].[Br:12]N1C(=O)CCC1=O. The catalyst is [H-].[Na+].C(Cl)(Cl)Cl. The product is [Br:12][C:7]1[CH:6]=[C:5]([O:9][CH3:10])[C:4]([OH:11])=[C:3]([O:2][CH3:1])[CH:8]=1. The yield is 0.220. (3) The reactants are Br[C:2]1[C:11]([Cl:12])=[CH:10][C:5]2[N:6]=[C:7]([CH3:9])[O:8][C:4]=2[CH:3]=1.[NH2:13][C:14]1[CH:19]=[CH:18][C:17](B2OC(C)(C)C(C)(C)O2)=[CH:16][N:15]=1.[O-]P([O-])([O-])=O.[K+].[K+].[K+].CC(=O)OCC. The catalyst is C(#N)C.O1CCOCC1.O. The product is [Cl:12][C:11]1[C:2]([C:17]2[CH:18]=[CH:19][C:14]([NH2:13])=[N:15][CH:16]=2)=[CH:3][C:4]2[O:8][C:7]([CH3:9])=[N:6][C:5]=2[CH:10]=1. The yield is 0.600. (4) The reactants are O[C:2]1([C:23]2[S:24][CH:25]=[CH:26][CH:27]=2)[C:6]2[CH:7]=[C:8]([NH:13][C:14](=[O:20])[CH2:15][C:16]([CH3:19])([CH3:18])[CH3:17])[C:9]([CH3:12])=[C:10]([CH3:11])[C:5]=2[O:4][C:3]1([CH3:22])[CH3:21]. The catalyst is C(OCC)(=O)C.CCCCCC. The product is [CH3:21][C:3]1([CH3:22])[CH:2]([C:23]2[S:24][CH:25]=[CH:26][CH:27]=2)[C:6]2[CH:7]=[C:8]([NH:13][C:14](=[O:20])[CH2:15][C:16]([CH3:19])([CH3:18])[CH3:17])[C:9]([CH3:12])=[C:10]([CH3:11])[C:5]=2[O:4]1. The yield is 0.650.